Dataset: Full USPTO retrosynthesis dataset with 1.9M reactions from patents (1976-2016). Task: Predict the reactants needed to synthesize the given product. (1) Given the product [C:7]([NH:11][C:12]1[N:3]2[NH:4][CH:5]=[N:6][C:2]2=[N:1][C:19]=1[C:15]1[CH:14]=[N:13][CH:18]=[CH:17][CH:16]=1)([CH3:10])([CH3:9])[CH3:8], predict the reactants needed to synthesize it. The reactants are: [NH2:1][C:2]1[N:6]=[CH:5][NH:4][N:3]=1.[C:7]([N+:11]#[C-:12])([CH3:10])([CH3:9])[CH3:8].[N:13]1[CH:18]=[CH:17][CH:16]=[C:15]([CH:19]=O)[CH:14]=1. (2) The reactants are: [NH3:1].[N:2]1[CH:7]=[CH:6][CH:5]=[CH:4][C:3]=1[CH2:8][CH2:9][C:10]([O:12]CC)=O. Given the product [N:2]1[CH:7]=[CH:6][CH:5]=[CH:4][C:3]=1[CH2:8][CH2:9][C:10]([NH2:1])=[O:12], predict the reactants needed to synthesize it. (3) Given the product [C:33]([OH:46])([C:34]([F:37])([F:36])[F:35])=[O:43].[C:1]([N:4]1[CH2:9][CH2:8][CH:7]([C:10]2[CH:42]=[CH:41][C:13]([CH2:14][O:15][C:16]3[CH:21]=[CH:20][C:19]([CH3:22])=[CH:18][C:17]=3[C:23]3[N:28]=[C:27]([N:29]4[C:33]([C:34]([F:35])([F:37])[F:36])=[C:32]([C:38]([OH:40])=[O:39])[CH:31]=[N:30]4)[CH:26]=[CH:25][CH:24]=3)=[CH:12][CH:11]=2)[CH2:6][CH2:5]1)(=[O:3])[CH3:2], predict the reactants needed to synthesize it. The reactants are: [C:1]([N:4]1[CH2:9][CH2:8][CH:7]([C:10]2[CH:42]=[CH:41][C:13]([CH2:14][O:15][C:16]3[CH:21]=[CH:20][C:19]([CH3:22])=[CH:18][C:17]=3[C:23]3[N:28]=[C:27]([N:29]4[C:33]([C:34]([F:37])([F:36])[F:35])=[C:32]([C:38]([OH:40])=[O:39])[CH:31]=[N:30]4)[CH:26]=[CH:25][CH:24]=3)=[CH:12][CH:11]=2)[CH2:6][CH2:5]1)(=[O:3])[CH3:2].[OH-:43].[Li+].Cl.[O:46]1CCOCC1.